This data is from Reaction yield outcomes from USPTO patents with 853,638 reactions. The task is: Predict the reaction yield, written as a fraction of the theoretical maximum amount of product (1.0 means a 100% yield; for example, 0.34 means a 34% yield). (1) The reactants are [CH3:1][O:2][C:3](=[O:28])[CH2:4][CH2:5][C@H:6]([C@@H:8]1[C@:25]2([CH3:26])[C@H:11]([C@H:12]3[C@H:22]([CH2:23][CH2:24]2)[C@:20]2([CH3:21])[C:15]([CH2:16][C@@H:17]([OH:27])[CH2:18][CH2:19]2)=[CH:14][CH2:13]3)[CH2:10][CH2:9]1)[CH3:7].CC(C)([O-])C.CC(C)([O-])C.CC(C)([O-])C.[Al+3].C(C(C)=O)(C)C.C(OCC)(=O)C.CCCCCC. The catalyst is C1(C)C=CC=CC=1. The product is [CH3:1][O:2][C:3](=[O:28])[CH2:4][CH2:5][C@H:6]([C@@H:8]1[C@:25]2([CH3:26])[C@H:11]([C@H:12]3[C@H:22]([CH2:23][CH2:24]2)[C@:20]2([CH3:21])[C:15](=[CH:16][C:17](=[O:27])[CH2:18][CH2:19]2)[CH2:14][CH2:13]3)[CH2:10][CH2:9]1)[CH3:7]. The yield is 0.600. (2) The reactants are [C:1]([C:5]1[CH:6]=[C:7]([NH:11][C:12](=[O:20])[C:13]2[CH:18]=[CH:17][CH:16]=[N:15][C:14]=2Cl)[CH:8]=[CH:9][CH:10]=1)([CH3:4])([CH3:3])[CH3:2].[F:21][C:22]1[CH:23]=[C:24](B(O)O)[CH:25]=[CH:26][CH:27]=1.C1(C)C=CC=CC=1.C(=O)([O-])[O-].[K+].[K+]. The catalyst is O.CCOC(C)=O.C1C=CC([P]([Pd]([P](C2C=CC=CC=2)(C2C=CC=CC=2)C2C=CC=CC=2)([P](C2C=CC=CC=2)(C2C=CC=CC=2)C2C=CC=CC=2)[P](C2C=CC=CC=2)(C2C=CC=CC=2)C2C=CC=CC=2)(C2C=CC=CC=2)C2C=CC=CC=2)=CC=1. The product is [C:1]([C:5]1[CH:6]=[C:7]([NH:11][C:12](=[O:20])[C:13]2[CH:18]=[CH:17][CH:16]=[N:15][C:14]=2[C:26]2[CH:25]=[CH:24][CH:23]=[C:22]([F:21])[CH:27]=2)[CH:8]=[CH:9][CH:10]=1)([CH3:4])([CH3:3])[CH3:2]. The yield is 0.990.